Dataset: NCI-60 drug combinations with 297,098 pairs across 59 cell lines. Task: Regression. Given two drug SMILES strings and cell line genomic features, predict the synergy score measuring deviation from expected non-interaction effect. (1) Drug 1: C#CCC(CC1=CN=C2C(=N1)C(=NC(=N2)N)N)C3=CC=C(C=C3)C(=O)NC(CCC(=O)O)C(=O)O. Drug 2: CC12CCC3C(C1CCC2OP(=O)(O)O)CCC4=C3C=CC(=C4)OC(=O)N(CCCl)CCCl.[Na+]. Cell line: LOX IMVI. Synergy scores: CSS=-3.03, Synergy_ZIP=4.89, Synergy_Bliss=7.66, Synergy_Loewe=-1.98, Synergy_HSA=-2.00. (2) Drug 1: CC1=C2C(C(=O)C3(C(CC4C(C3C(C(C2(C)C)(CC1OC(=O)C(C(C5=CC=CC=C5)NC(=O)OC(C)(C)C)O)O)OC(=O)C6=CC=CC=C6)(CO4)OC(=O)C)OC)C)OC. Drug 2: CN(C(=O)NC(C=O)C(C(C(CO)O)O)O)N=O. Cell line: SK-MEL-5. Synergy scores: CSS=27.0, Synergy_ZIP=-0.771, Synergy_Bliss=-1.85, Synergy_Loewe=-6.67, Synergy_HSA=0.636.